From a dataset of Reaction yield outcomes from USPTO patents with 853,638 reactions. Predict the reaction yield, written as a fraction of the theoretical maximum amount of product (1.0 means a 100% yield; for example, 0.34 means a 34% yield). (1) The yield is 0.580. The product is [CH3:76][C:70]1[CH:69]=[CH:68][C:67]2[C:72](=[CH:73][CH:74]=[CH:75][C:66]=2[N:6]2[CH2:5][CH2:4][NH:3][C@H:2]([CH3:1])[CH2:7]2)[N:71]=1. The reactants are [CH3:1][C@@H:2]1[CH2:7][NH:6][CH2:5][CH2:4][NH:3]1.C(=O)([O-])[O-].[Cs+].[Cs+].C1(P(C2C=CC=CC=2)C2C=CC3C(=CC=CC=3)C=2C2C3C(=CC=CC=3)C=CC=2P(C2C=CC=CC=2)C2C=CC=CC=2)C=CC=CC=1.FC(F)(F)S(O[C:66]1[CH:75]=[CH:74][CH:73]=[C:72]2[C:67]=1[CH:68]=[CH:69][C:70]([CH3:76])=[N:71]2)(=O)=O. The catalyst is C1(C)C=CC=CC=1.C([O-])(=O)C.[Pd+2].C([O-])(=O)C. (2) The reactants are Cl[C:2]1[C:3](=[O:18])[N:4]([CH:15]([CH3:17])[CH3:16])[S:5](=[O:14])(=[O:13])[C:6]=1[C:7]1[CH:12]=[CH:11][CH:10]=[CH:9][CH:8]=1.[F:19][C:20]1([F:27])[CH2:25][CH2:24][CH:23]([NH2:26])[CH2:22][CH2:21]1. The catalyst is CC#N. The product is [F:19][C:20]1([F:27])[CH2:25][CH2:24][CH:23]([NH:26][C:2]2[C:3](=[O:18])[N:4]([CH:15]([CH3:17])[CH3:16])[S:5](=[O:14])(=[O:13])[C:6]=2[C:7]2[CH:12]=[CH:11][CH:10]=[CH:9][CH:8]=2)[CH2:22][CH2:21]1. The yield is 0.680. (3) The reactants are BrC1C(N2CCN(C(NC3C=CC=CC=3)=O)CC2)=C2N=C(C3C=CC(N(C)C)=CC=3)NC2=NC=1.[CH2:35]([CH:42]1[CH2:47][CH2:46][N:45]([C:48]2[C:53]([Br:54])=[CH:52][N:51]=[C:50]([NH2:55])[C:49]=2[N+:56]([O-])=O)[CH2:44][CH2:43]1)[C:36]1[CH:41]=[CH:40][CH:39]=[CH:38][CH:37]=1.[O-]S(S([O-])=O)=O.[Na+].[Na+].[CH:67]([C:69]1[CH:83]=[CH:82][C:72]([CH2:73][NH:74][C:75](=[O:81])[O:76][C:77]([CH3:80])([CH3:79])[CH3:78])=[CH:71][CH:70]=1)=O. The catalyst is C(O)C.CN(C=O)C. The product is [CH2:35]([CH:42]1[CH2:47][CH2:46][N:45]([C:48]2[C:53]([Br:54])=[CH:52][N:51]=[C:50]3[NH:55][C:67]([C:69]4[CH:83]=[CH:82][C:72]([CH2:73][NH:74][C:75](=[O:81])[O:76][C:77]([CH3:80])([CH3:78])[CH3:79])=[CH:71][CH:70]=4)=[N:56][C:49]=23)[CH2:44][CH2:43]1)[C:36]1[CH:41]=[CH:40][CH:39]=[CH:38][CH:37]=1. The yield is 0.220. (4) The reactants are Cl[CH2:2][C:3]1[CH:12]=[CH:11][C:6]2[O:7][CH2:8][CH2:9][O:10][C:5]=2[CH:4]=1.[C-:13]#[N:14].[Na+].O. The catalyst is CS(C)=O. The product is [O:7]1[CH2:8][CH2:9][O:10][C:5]2[CH:4]=[C:3]([CH2:2][C:13]#[N:14])[CH:12]=[CH:11][C:6]1=2. The yield is 0.860. (5) The yield is 0.800. The catalyst is CO.CCOC(C)=O.CCOCC. The reactants are [Cl:1][C:2]1[CH:7]=[CH:6][C:5]([C:8]([N:10]2[CH2:15][CH2:14][N:13]([CH:16]3[CH:20]([OH:21])[CH2:19][NH:18][CH2:17]3)[CH2:12][CH2:11]2)=[O:9])=[CH:4][CH:3]=1.C(#N)C.C1CCN2C(=NCCC2)CC1.Cl[C:37]1[C:46]2[C:41](=[CH:42][CH:43]=[C:44]([O:47][CH3:48])[CH:45]=2)[N:40]=[C:39]([C:49]([F:52])([F:51])[F:50])[N:38]=1. The product is [Cl:1][C:2]1[CH:7]=[CH:6][C:5]([C:8]([N:10]2[CH2:15][CH2:14][N:13]([C@@H:16]3[C@@H:20]([OH:21])[CH2:19][N:18]([C:37]4[C:46]5[C:41](=[CH:42][CH:43]=[C:44]([O:47][CH3:48])[CH:45]=5)[N:40]=[C:39]([C:49]([F:51])([F:52])[F:50])[N:38]=4)[CH2:17]3)[CH2:12][CH2:11]2)=[O:9])=[CH:4][CH:3]=1. (6) The reactants are [CH3:1][O:2][C:3]([C:5]12[CH2:12][CH2:11][C:8](C(O)=O)([CH2:9][CH2:10]1)[CH2:7][CH2:6]2)=[O:4].[OH-].[Na+].[Br:18]Br. The catalyst is CC(C)=O.O.CCCCCC.[N+]([O-])([O-])=O.[Ag+].COC(C12CCC(C(O[Ag])=O)(CC1)CC2)=O. The product is [Br:18][C:8]12[CH2:11][CH2:12][C:5]([C:3]([O:2][CH3:1])=[O:4])([CH2:10][CH2:9]1)[CH2:6][CH2:7]2. The yield is 0.330. (7) The catalyst is CN(C)C=O. The yield is 0.560. The reactants are [F:1][C:2]([F:16])([F:15])[C:3]1[C:4]([N:9]2[CH2:14][CH2:13][NH:12][CH2:11][CH2:10]2)=[N:5][CH:6]=[CH:7][CH:8]=1.[CH:17]1([CH2:23][C:24](O)=[O:25])[CH2:22][CH2:21][CH2:20][CH2:19][CH2:18]1.F[P-](F)(F)(F)(F)F.N1(O[P+](N(C)C)(N(C)C)N(C)C)C2C=CC=CC=2N=N1. The product is [CH:17]1([CH2:23][C:24]([N:12]2[CH2:11][CH2:10][N:9]([C:4]3[C:3]([C:2]([F:1])([F:15])[F:16])=[CH:8][CH:7]=[CH:6][N:5]=3)[CH2:14][CH2:13]2)=[O:25])[CH2:22][CH2:21][CH2:20][CH2:19][CH2:18]1.